From a dataset of Forward reaction prediction with 1.9M reactions from USPTO patents (1976-2016). Predict the product of the given reaction. (1) Given the reactants C([O:3][C:4](=[O:33])[C@@H:5]([O:30][CH2:31][CH3:32])[CH2:6][C:7]1[CH:12]=[CH:11][C:10]([O:13][CH2:14]/[CH:15]=[CH:16]/[C:17]2[CH:22]=[CH:21][CH:20]=[C:19]([O:23][C:24]3[CH:29]=[CH:28][CH:27]=[CH:26][CH:25]=3)[CH:18]=2)=[CH:9][CH:8]=1)C.[OH-].[Na+], predict the reaction product. The product is: [CH2:31]([O:30][C@@H:5]([CH2:6][C:7]1[CH:12]=[CH:11][C:10]([O:13][CH2:14]/[CH:15]=[CH:16]/[C:17]2[CH:22]=[CH:21][CH:20]=[C:19]([O:23][C:24]3[CH:25]=[CH:26][CH:27]=[CH:28][CH:29]=3)[CH:18]=2)=[CH:9][CH:8]=1)[C:4]([OH:33])=[O:3])[CH3:32]. (2) The product is: [F:3][C:4]1[CH:5]=[N:6][C:7]([NH:15][C:16]2[S:20][N:19]=[C:18]([CH3:21])[CH:17]=2)=[C:8]([CH:14]=1)[C:9]([OH:11])=[O:10]. Given the reactants [OH-].[Li+].[F:3][C:4]1[CH:5]=[N:6][C:7]([NH:15][C:16]2[S:20][N:19]=[C:18]([CH3:21])[CH:17]=2)=[C:8]([CH:14]=1)[C:9]([O:11]CC)=[O:10].Cl, predict the reaction product. (3) Given the reactants [C:1]([C:5]1[CH2:6][CH2:7][C:8](=[O:11])[NH:9][N:10]=1)([CH3:4])([CH3:3])[CH3:2].BrBr, predict the reaction product. The product is: [C:1]([C:5]1[CH:6]=[CH:7][C:8](=[O:11])[NH:9][N:10]=1)([CH3:4])([CH3:2])[CH3:3]. (4) Given the reactants [Cl:1][C:2]1[CH:3]=[C:4]2[C:12](=[C:13]([F:15])[CH:14]=1)[NH:11][C:10]1[C:9](=[O:16])[CH2:8][CH2:7][CH2:6][C:5]2=1.[C:17]([Si](C)(C)C)([F:20])([F:19])[F:18].[F-].[Cs+], predict the reaction product. The product is: [Cl:1][C:2]1[CH:3]=[C:4]2[C:12](=[C:13]([F:15])[CH:14]=1)[NH:11][C:10]1[C:9]([C:17]([F:20])([F:19])[F:18])([OH:16])[CH2:8][CH2:7][CH2:6][C:5]2=1. (5) Given the reactants C([O:3][C:4](=O)[CH2:5][CH2:6][CH2:7][NH:8][S:9]([CH3:12])(=[O:11])=[O:10])C.[NH4+:14].[OH-], predict the reaction product. The product is: [CH3:12][S:9]([NH:8][CH2:7][CH2:6][CH2:5][C:4]([NH2:14])=[O:3])(=[O:11])=[O:10]. (6) The product is: [OH:15][CH:13]([C:3]1[CH:10]=[CH:9][C:6]([CH:7]=[CH2:8])=[CH:5][CH:4]=1)[CH3:14]. Given the reactants [Mg].Br[C:3]1[CH:10]=[CH:9][C:6]([CH:7]=[CH2:8])=[CH:5][CH:4]=1.II.[CH:13](=[O:15])[CH3:14].[Cl-].[NH4+], predict the reaction product. (7) Given the reactants [Cl:1][CH2:2][C:3](Cl)=[O:4].[NH2:6][C:7]([C:11]1[CH:16]=[CH:15][CH:14]=[C:13]([Br:17])[CH:12]=1)([CH3:10])[CH2:8][OH:9].C([O-])([O-])=O.[K+].[K+], predict the reaction product. The product is: [Br:17][C:13]1[CH:12]=[C:11]([C:7]([NH:6][C:3](=[O:4])[CH2:2][Cl:1])([CH3:10])[CH2:8][OH:9])[CH:16]=[CH:15][CH:14]=1.